From a dataset of Forward reaction prediction with 1.9M reactions from USPTO patents (1976-2016). Predict the product of the given reaction. (1) Given the reactants [Br:1][C:2]1([Br:14])[CH2:4][C:3]1([Br:13])[CH2:5][CH2:6][O:7]C(OCC)C.O.C1(C)C=CC(S(O)(=O)=O)=CC=1.Cl, predict the reaction product. The product is: [OH:7][CH2:6][CH2:5][C:3]1([Br:13])[CH2:4][C:2]1([Br:14])[Br:1]. (2) Given the reactants [CH2:1]([O:3][C:4]1[N:9]=[CH:8][N:7]=[C:6]2[N:10]([C:14]([C:27]3[CH:32]=[CH:31][CH:30]=[CH:29][CH:28]=3)([C:21]3[CH:26]=[CH:25][CH:24]=[CH:23][CH:22]=3)[C:15]3[CH:20]=[CH:19][CH:18]=[CH:17][CH:16]=3)[N:11]=[C:12](I)[C:5]=12)[CH3:2].[F:33][C:34]1[CH:39]=[CH:38][CH:37]=[C:36](B2OC(C)(C)C(C)(C)O2)[N:35]=1.C([O-])([O-])=O.[Na+].[Na+], predict the reaction product. The product is: [CH2:1]([O:3][C:4]1[N:9]=[CH:8][N:7]=[C:6]2[N:10]([C:14]([C:27]3[CH:32]=[CH:31][CH:30]=[CH:29][CH:28]=3)([C:21]3[CH:26]=[CH:25][CH:24]=[CH:23][CH:22]=3)[C:15]3[CH:20]=[CH:19][CH:18]=[CH:17][CH:16]=3)[N:11]=[C:12]([C:36]3[CH:37]=[CH:38][CH:39]=[C:34]([F:33])[N:35]=3)[C:5]=12)[CH3:2]. (3) Given the reactants [C:1]([O:5][C:6](=[O:28])[CH2:7][C@H:8]([C:18]1[O:22][N:21]=[C:20]([C:23](OCC)=[O:24])[N:19]=1)[CH2:9][CH2:10][CH2:11][CH:12]1[CH2:17][CH2:16][CH2:15][CH2:14][CH2:13]1)([CH3:4])([CH3:3])[CH3:2].[NH:29]1[CH2:32][CH:31]([C:33]([OH:35])=[O:34])[CH2:30]1.C(=O)([O-])[O-].[K+].[K+].Cl, predict the reaction product. The product is: [C:1]([O:5][C:6](=[O:28])[CH2:7][C@H:8]([C:18]1[O:22][N:21]=[C:20]([C:23]([N:29]2[CH2:32][CH:31]([C:33]([OH:35])=[O:34])[CH2:30]2)=[O:24])[N:19]=1)[CH2:9][CH2:10][CH2:11][CH:12]1[CH2:17][CH2:16][CH2:15][CH2:14][CH2:13]1)([CH3:2])([CH3:3])[CH3:4]. (4) Given the reactants Br[C:2]1[C:3]([Cl:9])=[N:4][C:5]([Cl:8])=[N:6][CH:7]=1.C([Mg]Cl)(C)C.[Br:15][C:16]1[N:21]=[C:20]([CH:22]=[O:23])[CH:19]=[CH:18][CH:17]=1, predict the reaction product. The product is: [Br:15][C:16]1[N:21]=[C:20]([CH:22]([C:2]2[C:3]([Cl:9])=[N:4][C:5]([Cl:8])=[N:6][CH:7]=2)[OH:23])[CH:19]=[CH:18][CH:17]=1. (5) Given the reactants C1C=CC2N(O)N=NC=2C=1.C(N(C(C)C)CC)(C)C.[Br:20][C:21]1[CH:26]=[CH:25][C:24]([CH2:27][C:28]([OH:30])=O)=[CH:23][CH:22]=1.Cl[CH2:32][CH2:33][CH2:34]/[C:35](=[CH:40]\[C:41]1[CH:46]=[CH:45][C:44]([N:47]2[CH:51]=[C:50]([CH3:52])[N:49]=[CH:48]2)=[C:43]([O:53][CH3:54])[CH:42]=1)/[C:36]([NH:38][NH2:39])=[O:37].C(=O)(O)[O-].[Na+], predict the reaction product. The product is: [Br:20][C:21]1[CH:22]=[CH:23][C:24]([CH2:27][C:28]([NH:39][N:38]2[CH2:32][CH2:33][CH2:34]/[C:35](=[CH:40]\[C:41]3[CH:46]=[CH:45][C:44]([N:47]4[CH:51]=[C:50]([CH3:52])[N:49]=[CH:48]4)=[C:43]([O:53][CH3:54])[CH:42]=3)/[C:36]2=[O:37])=[O:30])=[CH:25][CH:26]=1. (6) Given the reactants [F:1][C:2]1[CH:7]=[CH:6][C:5](B(O)O)=[C:4]([CH3:11])[CH:3]=1.Cl[C:13]1[C:22]([N:23]([CH3:27])[CH:24]([CH3:26])[CH3:25])=[N:21][C:20]2[C:15](=[CH:16][CH:17]=[C:18]([C:28]([O:30][CH3:31])=[O:29])[CH:19]=2)[N:14]=1.[O-]P([O-])([O-])=O.[K+].[K+].[K+], predict the reaction product. The product is: [F:1][C:2]1[CH:7]=[CH:6][C:5]([C:13]2[C:22]([N:23]([CH:24]([CH3:26])[CH3:25])[CH3:27])=[N:21][C:20]3[C:15](=[CH:16][CH:17]=[C:18]([C:28]([O:30][CH3:31])=[O:29])[CH:19]=3)[N:14]=2)=[C:4]([CH3:11])[CH:3]=1.